This data is from Catalyst prediction with 721,799 reactions and 888 catalyst types from USPTO. The task is: Predict which catalyst facilitates the given reaction. (1) Reactant: [C:1]([O:5][C:6](=[O:22])[C:7]1[CH:12]=[C:11]([CH3:13])[CH:10]=[CH:9][C:8]=1[CH2:14][C:15]([O:17][C:18]([CH3:21])([CH3:20])[CH3:19])=[O:16])([CH3:4])([CH3:3])[CH3:2].[Br:23]N1C(=O)CCC1=O.C(OOC(=O)C1C=CC=CC=1)(=O)C1C=CC=CC=1. Product: [C:1]([O:5][C:6](=[O:22])[C:7]1[CH:12]=[C:11]([CH2:13][Br:23])[CH:10]=[CH:9][C:8]=1[CH2:14][C:15]([O:17][C:18]([CH3:21])([CH3:20])[CH3:19])=[O:16])([CH3:3])([CH3:4])[CH3:2]. The catalyst class is: 53. (2) Product: [Cl:14][C:15]1[CH:20]=[C:19]([N:4]2[C:5]3=[N:6][CH:7]=[N:8][C:9]([NH2:11])=[C:10]3[C:2]([I:1])=[N:3]2)[CH:18]=[CH:17][N:16]=1. The catalyst class is: 9. Reactant: [I:1][C:2]1[C:10]2[C:5](=[N:6][CH:7]=[N:8][C:9]=2[NH2:11])[NH:4][N:3]=1.[H-].[Na+].[Cl:14][C:15]1[CH:20]=[C:19]([N+]([O-])=O)[CH:18]=[CH:17][N:16]=1. (3) Reactant: [CH2:1]([C:3]1[C:8]([O:9][C:10]2[C:11]([NH:23][C:24]3[S:28][N:27]=[C:26]([C@H:29]4[CH2:33][O:32]C5(CCCCC5)[O:30]4)[N:25]=3)=[N:12][CH:13]=[C:14]([S:16][C:17]3[CH:22]=[CH:21][CH:20]=[CH:19][N:18]=3)[CH:15]=2)=[CH:7][CH:6]=[CH:5][N:4]=1)[CH3:2].O.Cl. Product: [CH2:1]([C:3]1[C:8]([O:9][C:10]2[C:11]([NH:23][C:24]3[S:28][N:27]=[C:26]([C@H:29]([OH:30])[CH2:33][OH:32])[N:25]=3)=[N:12][CH:13]=[C:14]([S:16][C:17]3[CH:22]=[CH:21][CH:20]=[CH:19][N:18]=3)[CH:15]=2)=[CH:7][CH:6]=[CH:5][N:4]=1)[CH3:2]. The catalyst class is: 8. (4) Reactant: [Br:1][C:2]1[CH:3]=[C:4]([N:12]([CH2:20][CH:21]([F:23])[F:22])[C:13](=[O:19])[O:14][C:15]([CH3:18])([CH3:17])[CH3:16])[C:5]2[N:6]([C:8](I)=[CH:9][N:10]=2)[CH:7]=1.[CH:24]1([NH:27][C:28]([C:30]2[CH:35]=[CH:34][C:33](B(O)O)=[CH:32][C:31]=2[CH3:39])=[O:29])[CH2:26][CH2:25]1.C(=O)([O-])[O-].[K+].[K+]. The catalyst class is: 450. Product: [Br:1][C:2]1[CH:3]=[C:4]([N:12]([CH2:20][CH:21]([F:23])[F:22])[C:13](=[O:19])[O:14][C:15]([CH3:18])([CH3:17])[CH3:16])[C:5]2[N:6]([C:8]([C:33]3[CH:34]=[CH:35][C:30]([C:28](=[O:29])[NH:27][CH:24]4[CH2:26][CH2:25]4)=[C:31]([CH3:39])[CH:32]=3)=[CH:9][N:10]=2)[CH:7]=1. (5) Reactant: [OH-].[Na+].[Cl:3][C:4]1[C:9]([Cl:10])=[C:8]([Cl:11])[N:7]=[C:6]([C:12]([OH:14])=O)[CH:5]=1.C1(C)C=CC=CC=1.S(Cl)([Cl:24])=O. Product: [Cl:3][C:4]1[C:9]([Cl:10])=[C:8]([Cl:11])[N:7]=[C:6]([C:12]([Cl:24])=[O:14])[CH:5]=1. The catalyst class is: 3. (6) Reactant: [F:1][C:2]1[CH:7]=[CH:6][C:5]([O:8][CH3:9])=[CH:4][C:3]=1[C:10]1[CH:15]=[CH:14][C:13]([O:16]CC2C=CC(OC)=CC=2)=[CH:12][C:11]=1[CH:26](O)[CH2:27][C:28]([CH3:31])([CH3:30])[CH3:29].FC1C(B(C2C(F)=C(F)C(F)=C(F)C=2F)C2C(F)=C(F)C(F)=C(F)C=2F)=C(F)C(F)=C(F)C=1F.C[Si]([C:71]#[N:72])(C)C. Product: [F:1][C:2]1[CH:7]=[CH:6][C:5]([O:8][CH3:9])=[CH:4][C:3]=1[C:10]1[CH:15]=[CH:14][C:13]([OH:16])=[CH:12][C:11]=1[CH:26]([CH2:27][C:28]([CH3:31])([CH3:30])[CH3:29])[C:71]#[N:72]. The catalyst class is: 115. (7) Reactant: [CH3:1][NH:2][C:3]1[CH:8]=[CH:7][CH:6]=[CH:5][CH:4]=1.[C:9](OC(Cl)(Cl)Cl)(OC(Cl)(Cl)Cl)=[O:10].CCN(CC)CC.[O:28]1[C:34]2[CH:35]=[C:36]([C:39]([O:41][CH3:42])=[O:40])[CH:37]=[CH:38][C:33]=2[CH2:32][NH:31][CH2:30][CH2:29]1. Product: [CH3:1][N:2]([C:3]1[CH:8]=[CH:7][CH:6]=[CH:5][CH:4]=1)[C:9]([N:31]1[CH2:32][C:33]2[CH:38]=[CH:37][C:36]([C:39]([O:41][CH3:42])=[O:40])=[CH:35][C:34]=2[O:28][CH2:29][CH2:30]1)=[O:10]. The catalyst class is: 2.